This data is from TCR-epitope binding with 47,182 pairs between 192 epitopes and 23,139 TCRs. The task is: Binary Classification. Given a T-cell receptor sequence (or CDR3 region) and an epitope sequence, predict whether binding occurs between them. (1) The epitope is RQLLFVVEV. The TCR CDR3 sequence is CASSRGLNQPQHF. Result: 1 (the TCR binds to the epitope). (2) The epitope is SEPVLKGVKL. The TCR CDR3 sequence is CASRTDTGELFF. Result: 1 (the TCR binds to the epitope). (3) The epitope is LLMPILTLT. The TCR CDR3 sequence is CASSQCPGGEQYF. Result: 0 (the TCR does not bind to the epitope).